Predict the reaction yield, written as a fraction of the theoretical maximum amount of product (1.0 means a 100% yield; for example, 0.34 means a 34% yield). From a dataset of Reaction yield outcomes from USPTO patents with 853,638 reactions. The reactants are [CH2:1]([N:3]([CH2:19][CH3:20])[CH2:4][CH2:5][N:6]1[CH2:11][CH2:10][C:9]2[NH:12][C:13]([CH:16]=O)=[C:14]([CH3:15])[C:8]=2[C:7]1=[O:18])[CH3:2].[Cl:21][C:22]1[CH:23]=[C:24]([NH:29][C:30]2[C:31]3[CH2:38][C:37](=[O:39])[NH:36][C:32]=3[N:33]=[CH:34][N:35]=2)[CH:25]=[CH:26][C:27]=1[F:28]. No catalyst specified. The product is [Cl:21][C:22]1[CH:23]=[C:24]([NH:29][C:30]2[C:31]3[C:38](=[CH:16][C:13]4[NH:12][C:9]5[CH2:10][CH2:11][N:6]([CH2:5][CH2:4][N:3]([CH2:19][CH3:20])[CH2:1][CH3:2])[C:7](=[O:18])[C:8]=5[C:14]=4[CH3:15])[C:37](=[O:39])[NH:36][C:32]=3[N:33]=[CH:34][N:35]=2)[CH:25]=[CH:26][C:27]=1[F:28]. The yield is 0.394.